The task is: Predict the product of the given reaction.. This data is from Forward reaction prediction with 1.9M reactions from USPTO patents (1976-2016). (1) Given the reactants [N:1]1[CH:6]=[CH:5][CH:4]=[C:3]([CH2:7][OH:8])[CH:2]=1.[N:9]1([C:14](N2C=CN=C2)=[O:15])[CH:13]=[CH:12][N:11]=[CH:10]1, predict the reaction product. The product is: [N:9]1([C:14]([O:8][CH2:7][C:3]2[CH:2]=[N:1][CH:6]=[CH:5][CH:4]=2)=[O:15])[CH:13]=[CH:12][N:11]=[CH:10]1. (2) Given the reactants [NH2:1][CH2:2][CH2:3][CH2:4][C@@:5]1([C:11]([OH:13])=[O:12])[CH2:9][CH2:8][CH2:7][C@@H:6]1[SH:10].[C:14]1([S:20]([OH:23])(=[O:22])=[O:21])[CH:19]=[CH:18][CH:17]=[CH:16][CH:15]=1, predict the reaction product. The product is: [S:20]([C:14]1[CH:19]=[CH:18][CH:17]=[CH:16][CH:15]=1)([OH:23])(=[O:22])=[O:21].[NH2:1][CH2:2][CH2:3][CH2:4][C@@:5]1([C:11]([OH:13])=[O:12])[CH2:9][CH2:8][CH2:7][C@@H:6]1[SH:10].